Dataset: Forward reaction prediction with 1.9M reactions from USPTO patents (1976-2016). Task: Predict the product of the given reaction. (1) Given the reactants [CH:1]1([C:4]2[C:5]([O:13][CH2:14][C:15]([F:18])([F:17])[F:16])=[CH:6][C:7]([C:10]([OH:12])=O)=[N:8][CH:9]=2)[CH2:3][CH2:2]1.[CH3:19][C:20]([CH3:29])([CH3:28])[CH:21]([NH2:27])[C:22]1[S:23][CH:24]=[CH:25][N:26]=1, predict the reaction product. The product is: [CH3:19][C:20]([CH3:29])([CH3:28])[CH:21]([NH:27][C:10]([C:7]1[CH:6]=[C:5]([O:13][CH2:14][C:15]([F:18])([F:17])[F:16])[C:4]([CH:1]2[CH2:2][CH2:3]2)=[CH:9][N:8]=1)=[O:12])[C:22]1[S:23][CH:24]=[CH:25][N:26]=1. (2) The product is: [CH2:29]([N:31]([CH2:32][CH3:33])[S:11]([C:8]1[CH:9]=[CH:10][C:5]([O:4][CH2:1][CH2:2][CH3:3])=[C:6]([C:15]2[NH:20][C:19](=[O:21])[C:18]3=[C:22]([CH3:28])[N:23]=[C:24]([CH2:25][CH2:26][CH3:27])[N:17]3[N:16]=2)[CH:7]=1)(=[O:13])=[O:12])[CH3:30]. Given the reactants [CH2:1]([O:4][C:5]1[CH:10]=[CH:9][C:8]([S:11](Cl)(=[O:13])=[O:12])=[CH:7][C:6]=1[C:15]1[NH:20][C:19](=[O:21])[C:18]2=[C:22]([CH3:28])[N:23]=[C:24]([CH2:25][CH2:26][CH3:27])[N:17]2[N:16]=1)[CH2:2][CH3:3].[CH2:29]([NH:31][CH2:32][CH3:33])[CH3:30].CN1C(=O)C2=CN=C(CCC)N2N=C1C1C(OCCC)=CC=C(S(N)(=O)=O)C=1, predict the reaction product. (3) Given the reactants [CH-:1]1[CH:5]=[CH:4][CH:3]=[CH:2]1.[CH-:6]1[CH:10]=[CH:9][CH:8]=[CH:7]1.[Fe+2:11], predict the reaction product. The product is: [C:1].[CH-:6]1[CH:10]=[CH:9][CH:8]=[CH:7]1.[CH-:1]1[CH:5]=[CH:4][CH:3]=[CH:2]1.[Fe+2:11]. (4) Given the reactants [CH3:1][NH:2][C:3]1[CH:4]=[N:5][CH:6]=[CH:7][C:8]=1[C:9]1[CH:14]=[CH:13][CH:12]=[CH:11][C:10]=1[CH3:15].[CH3:16][C:17]1[CH:22]=[C:21]([CH3:23])[N:20]=[C:19]([C:24](O)=[O:25])[CH:18]=1, predict the reaction product. The product is: [CH3:1][N:2]([C:3]1[CH:4]=[N:5][CH:6]=[CH:7][C:8]=1[C:9]1[CH:14]=[CH:13][CH:12]=[CH:11][C:10]=1[CH3:15])[C:24]([C:19]1[CH:18]=[C:17]([CH3:16])[CH:22]=[C:21]([CH3:23])[N:20]=1)=[O:25].